From a dataset of Reaction yield outcomes from USPTO patents with 853,638 reactions. Predict the reaction yield, written as a fraction of the theoretical maximum amount of product (1.0 means a 100% yield; for example, 0.34 means a 34% yield). (1) The reactants are [CH2:1]([CH:5]1[CH2:10][CH2:9][N:8]([CH2:11][CH2:12][CH2:13][C:14]([C:16]2[CH:21]=[CH:20][CH:19]=[CH:18][C:17]=2[O:22]CC2C=CC=CC=2)=[O:15])[CH2:7][CH2:6]1)[CH2:2][CH2:3][CH3:4].Cl.[OH-].[Na+].C(Cl)Cl.CO. The catalyst is CCO.[Pd]. The product is [CH2:1]([CH:5]1[CH2:6][CH2:7][N:8]([CH2:11][CH2:12][CH2:13][C:14]([C:16]2[CH:21]=[CH:20][CH:19]=[CH:18][C:17]=2[OH:22])=[O:15])[CH2:9][CH2:10]1)[CH2:2][CH2:3][CH3:4]. The yield is 0.580. (2) The reactants are Cl[CH2:2][C:3]1[CH:8]=[CH:7][CH:6]=[C:5]([O:9][CH3:10])[C:4]=1[O:11][CH3:12].[C:13]([O:17][CH2:18][CH3:19])(=[O:16])[CH:14]=[CH2:15].C(N(CCCC)CCCC)CCC. The catalyst is C([O-])(=O)C.[Pd+2].C([O-])(=O)C. The product is [CH3:12][O:11][C:4]1[C:5]([O:9][CH3:10])=[CH:6][CH:7]=[CH:8][C:3]=1[CH2:2]/[CH:15]=[CH:14]/[C:13]([O:17][CH2:18][CH3:19])=[O:16]. The yield is 0.920. (3) The reactants are [BH4-].[Na+].CO.[F:5][C:6]1[CH:15]=[CH:14][CH:13]=[C:12]2[C:7]=1[C:8](=[O:28])[C:9]([CH3:27])([CH3:26])[N:10]=[C:11]2[C:16]1[CH:17]=[N:18][C:19]2[C:24]([CH:25]=1)=[CH:23][CH:22]=[CH:21][CH:20]=2. The catalyst is O. The product is [F:5][C:6]1[CH:15]=[CH:14][CH:13]=[C:12]2[C:7]=1[CH:8]([OH:28])[C:9]([CH3:26])([CH3:27])[N:10]=[C:11]2[C:16]1[CH:17]=[N:18][C:19]2[C:24]([CH:25]=1)=[CH:23][CH:22]=[CH:21][CH:20]=2. The yield is 0.740. (4) The reactants are [F:1][C:2]([F:7])([F:6])[C:3]([OH:5])=[O:4].[C:8]([C:11]1[CH:16]=[CH:15][C:14]([NH:17][CH:18]([C:22]2[CH:27]=[CH:26][C:25]([O:28][CH:29]([CH3:31])[CH3:30])=[C:24]([O:32][CH3:33])[CH:23]=2)[C:19](O)=[O:20])=[CH:13][CH:12]=1)(=[NH:10])[NH2:9].O.ON1C2C=CC=CC=2N=N1.Cl.C(N=C=NCCCN(C)C)C.[C:57]([NH:65][NH2:66])(=[O:64])[C:58]1[CH:63]=[CH:62][N:61]=[CH:60][CH:59]=1. The catalyst is CN(C)C=O. The product is [F:1][C:2]([F:7])([F:6])[C:3]([OH:5])=[O:4].[CH:29]([O:28][C:25]1[CH:26]=[CH:27][C:22]([CH:18]([NH:17][C:14]2[CH:13]=[CH:12][C:11]([C:8]([NH2:9])=[NH:10])=[CH:16][CH:15]=2)[C:19](=[O:20])[NH:66][NH:65][C:57]([C:58]2[CH:63]=[CH:62][N:61]=[CH:60][CH:59]=2)=[O:64])=[CH:23][C:24]=1[O:32][CH3:33])([CH3:30])[CH3:31]. The yield is 0.580. (5) The reactants are CN1CCOCC1.C1C=CC2N(O)N=NC=2C=1.[NH2:18][C@H:19]([C:24]([NH:26][C@H:27]([C:32]([O:34][CH3:35])=[O:33])[CH2:28][CH:29]([CH3:31])[CH3:30])=[O:25])[CH2:20][CH:21]([CH3:23])[CH3:22].Cl.[NH:37]([C:57]([O:59][CH2:60][C:61]1[CH:66]=[CH:65][CH:64]=[CH:63][CH:62]=1)=[O:58])[C@H:38]([C:54](O)=[O:55])[CH2:39][CH2:40][CH2:41][CH2:42][NH:43][C:44]([O:46][CH2:47][C:48]1[CH:53]=[CH:52][CH:51]=[CH:50][CH:49]=1)=[O:45].C1CCC(N=C=NC2CCCCC2)CC1. The catalyst is C(OCC)(=O)C.CN(C=O)C. The product is [NH:37]([C:57]([O:59][CH2:60][C:61]1[CH:62]=[CH:63][CH:64]=[CH:65][CH:66]=1)=[O:58])[C@H:38]([C:54]([NH:18][C@H:19]([C:24]([NH:26][C@H:27]([C:32]([O:34][CH3:35])=[O:33])[CH2:28][CH:29]([CH3:30])[CH3:31])=[O:25])[CH2:20][CH:21]([CH3:22])[CH3:23])=[O:55])[CH2:39][CH2:40][CH2:41][CH2:42][NH:43][C:44]([O:46][CH2:47][C:48]1[CH:49]=[CH:50][CH:51]=[CH:52][CH:53]=1)=[O:45]. The yield is 0.996. (6) The reactants are C[Si]([N-][Si](C)(C)C)(C)C.[Na+].[CH3:11][N:12]1[C:16](=[O:17])[CH:15]=[C:14]([Br:18])[NH:13]1.[F:19][C:20]([F:35])([C:31]([F:34])([F:33])[F:32])[C:21]([F:30])([F:29])[C:22]([F:28])([F:27])[S:23](F)(=[O:25])=[O:24]. The catalyst is O1CCCC1.O. The product is [CH3:11][N:12]1[C:16]([O:17][S:23]([C:22]([F:27])([F:28])[C:21]([F:29])([F:30])[C:20]([F:19])([F:35])[C:31]([F:34])([F:33])[F:32])(=[O:25])=[O:24])=[CH:15][C:14]([Br:18])=[N:13]1. The yield is 0.790.